This data is from Full USPTO retrosynthesis dataset with 1.9M reactions from patents (1976-2016). The task is: Predict the reactants needed to synthesize the given product. (1) The reactants are: C[O:2][C:3]([C:5]1[CH:9]=[C:8]([O:10][CH2:11][CH:12]2[CH2:14][CH2:13]2)[N:7]([C:15]2[CH:20]=[CH:19][CH:18]=[CH:17][C:16]=2[F:21])[N:6]=1)=[O:4].[OH-].[Na+]. Given the product [CH:12]1([CH2:11][O:10][C:8]2[N:7]([C:15]3[CH:20]=[CH:19][CH:18]=[CH:17][C:16]=3[F:21])[N:6]=[C:5]([C:3]([OH:4])=[O:2])[CH:9]=2)[CH2:13][CH2:14]1, predict the reactants needed to synthesize it. (2) Given the product [NH2:60][C@@H:10]1[CH2:11][C@H:12]([N:14]([C:19]([C:21]2[N:22]=[N:23][N:24]([C:49]3[CH:50]=[CH:51][CH:52]=[CH:53][CH:54]=3)[C:25]=2[CH2:26][CH2:27][CH2:28][CH2:29][O:30][CH3:31])=[O:20])[CH2:15][CH:16]([CH3:18])[CH3:17])[CH2:13][N:8]([C:6]([O:5][C:1]([CH3:4])([CH3:3])[CH3:2])=[O:7])[CH2:9]1, predict the reactants needed to synthesize it. The reactants are: [C:1]([O:5][C:6]([N:8]1[CH2:13][C@@H:12]([N:14]([C:19]([C:21]2[N:22]=[N:23][N:24](C3C=CC=CC=3)[C:25]=2[CH2:26][CH2:27][CH2:28][CH2:29][O:30][CH3:31])=[O:20])[CH2:15][CH:16]([CH3:18])[CH3:17])[CH2:11][C@@H:10](C(O)=O)[CH2:9]1)=[O:7])([CH3:4])([CH3:3])[CH3:2].[C:49]1(P(N=[N+]=[N-])([C:49]2[CH:54]=[CH:53][CH:52]=[CH:51][CH:50]=2)=O)[CH:54]=[CH:53][CH:52]=[CH:51][CH:50]=1.C([N:60](CC)CC)C.[OH-].[Na+]. (3) Given the product [CH2:16]([NH:23]/[N:24]=[CH:2]/[C:1]([O:5][CH2:6][CH3:7])=[O:4])[C:17]1[CH:22]=[CH:21][CH:20]=[CH:19][CH:18]=1, predict the reactants needed to synthesize it. The reactants are: [C:1]([O:5][CH2:6][CH3:7])(=[O:4])[CH:2]=O.C1(C)C=CC=CC=1.Cl.[CH2:16]([NH:23][NH2:24])[C:17]1[CH:22]=[CH:21][CH:20]=[CH:19][CH:18]=1.C(N(CC)CC)C. (4) Given the product [Cl:1][C:2]1[CH:7]=[CH:6][CH:5]=[C:4]([Cl:8])[C:3]=1[C:9]1[C:13]([CH2:14][O:15][C:16]2[CH:17]=[CH:18][C:19]([S:22][C:23]3[C:28]4[CH:29]=[C:30]([C:32]([OH:34])=[O:33])[S:31][C:27]=4[CH:26]=[CH:25][CH:24]=3)=[CH:20][CH:21]=2)=[C:12]([CH:36]([CH3:38])[CH3:37])[O:11][N:10]=1, predict the reactants needed to synthesize it. The reactants are: [Cl:1][C:2]1[CH:7]=[CH:6][CH:5]=[C:4]([Cl:8])[C:3]=1[C:9]1[C:13]([CH2:14][O:15][C:16]2[CH:21]=[CH:20][C:19]([S:22][C:23]3[C:28]4[CH:29]=[C:30]([C:32]([O:34]C)=[O:33])[S:31][C:27]=4[CH:26]=[CH:25][CH:24]=3)=[CH:18][CH:17]=2)=[C:12]([CH:36]([CH3:38])[CH3:37])[O:11][N:10]=1.[OH-].[Li+].O1CCCC1. (5) Given the product [C:1]([O:5][C:6]([NH:8][CH2:9][C:10]1[C:11]([CH2:27][CH:28]([CH3:30])[CH3:29])=[N:12][C:13]([CH3:26])=[C:14]([C:18]=1[C:19]1[CH:24]=[CH:23][C:22]([CH3:25])=[CH:21][CH:20]=1)[C:15]([O:17][CH2:32][CH2:33][CH2:34][C:35]([O:37][CH2:38][CH3:39])=[O:36])=[O:16])=[O:7])([CH3:4])([CH3:3])[CH3:2], predict the reactants needed to synthesize it. The reactants are: [C:1]([O:5][C:6]([NH:8][CH2:9][C:10]1[C:11]([CH2:27][CH:28]([CH3:30])[CH3:29])=[N:12][C:13]([CH3:26])=[C:14]([C:18]=1[C:19]1[CH:24]=[CH:23][C:22]([CH3:25])=[CH:21][CH:20]=1)[C:15]([OH:17])=[O:16])=[O:7])([CH3:4])([CH3:3])[CH3:2].Br[CH2:32][CH2:33][CH2:34][C:35]([O:37][CH2:38][CH3:39])=[O:36].C(=O)([O-])[O-].[K+].[K+]. (6) Given the product [CH2:19]([N:26]1[CH:30]=[C:29]([C:31]2[O:18][C:10]3[C:9]([OH:8])=[C:14]([O:15][CH3:16])[CH:13]=[CH:12][C:11]=3[C:32]=2[C:46]([C:37]2[CH:36]=[C:35]([O:34][CH3:33])[C:40]([O:41][CH3:42])=[C:39]([O:43][CH3:44])[CH:38]=2)=[O:48])[CH:28]=[N:27]1)[C:20]1[CH:21]=[CH:22][CH:23]=[CH:24][CH:25]=1, predict the reactants needed to synthesize it. The reactants are: C([O:8][C:9]1[C:14]([O:15][CH3:16])=[CH:13][CH:12]=[C:11](I)[C:10]=1[OH:18])C1C=CC=CC=1.[CH2:19]([N:26]1[CH:30]=[C:29]([C:31]#[CH:32])[CH:28]=[N:27]1)[C:20]1[CH:25]=[CH:24][CH:23]=[CH:22][CH:21]=1.[CH3:33][O:34][C:35]1[CH:36]=[C:37](I)[CH:38]=[C:39]([O:43][CH3:44])[C:40]=1[O:41][CH3:42].[C:46](OCC)(=[O:48])C.